This data is from Full USPTO retrosynthesis dataset with 1.9M reactions from patents (1976-2016). The task is: Predict the reactants needed to synthesize the given product. (1) Given the product [CH3:1][O:2][C:3](=[O:28])[C:4]1[CH:9]=[CH:8][CH:7]=[C:6]([O:10][C:11]2[CH:16]=[CH:15][C:14]3[CH2:22][O:23][B:19]([OH:20])[C:13]=3[CH:12]=2)[CH:5]=1, predict the reactants needed to synthesize it. The reactants are: [CH3:1][O:2][C:3](=[O:28])[C:4]1[CH:9]=[CH:8][CH:7]=[C:6]([O:10][C:11]2[CH:16]=[CH:15][C:14](C=O)=[C:13]([B:19]3[O:23][C:22](C)(C)C(C)(C)[O:20]3)[CH:12]=2)[CH:5]=1.[BH4-].[Na+]. (2) The reactants are: Br[C:2]1[CH:6]=[CH:5][S:4][C:3]=1[CH:7]=[O:8].[N-:9]=[N+:10]=[N-:11].[Na+].O. Given the product [N:9]([C:2]1[CH:6]=[CH:5][S:4][C:3]=1[CH:7]=[O:8])=[N+:10]=[N-:11], predict the reactants needed to synthesize it. (3) Given the product [CH3:22][N:21]([CH3:23])[C:19](=[O:20])[CH2:18][N:15]1[CH2:16][CH2:17][N:12]([CH2:11][C:9]2[S:10][C:5]3[C:4]([N:24]4[CH2:29][CH2:28][O:27][CH2:26][CH2:25]4)=[N:3][C:2]([C:34]4[CH:33]=[N:32][C:31]([CH3:30])=[CH:36][CH:35]=4)=[N:7][C:6]=3[CH:8]=2)[CH2:13][CH2:14]1, predict the reactants needed to synthesize it. The reactants are: Cl[C:2]1[N:3]=[C:4]([N:24]2[CH2:29][CH2:28][O:27][CH2:26][CH2:25]2)[C:5]2[S:10][C:9]([CH2:11][N:12]3[CH2:17][CH2:16][N:15]([CH2:18][C:19]([N:21]([CH3:23])[CH3:22])=[O:20])[CH2:14][CH2:13]3)=[CH:8][C:6]=2[N:7]=1.[CH3:30][C:31]1[CH:36]=[CH:35][C:34](B2OC(C)(C)C(C)(C)O2)=[CH:33][N:32]=1. (4) Given the product [CH:1]1([N:6]2[CH2:12][C:11]([F:13])([F:14])[C:10](=[O:15])[N:9]([CH3:16])[C:8]3[CH:17]=[N:18][C:19]([NH:21][C:22]4[CH:30]=[CH:29][C:25]([C:26]([NH:35][CH3:33])=[O:28])=[CH:24][C:23]=4[O:31][CH3:32])=[N:20][C:7]2=3)[CH2:5][CH2:4][CH2:3][CH2:2]1, predict the reactants needed to synthesize it. The reactants are: [CH:1]1([N:6]2[CH2:12][C:11]([F:14])([F:13])[C:10](=[O:15])[N:9]([CH3:16])[C:8]3[CH:17]=[N:18][C:19]([NH:21][C:22]4[CH:30]=[CH:29][C:25]([C:26]([OH:28])=O)=[CH:24][C:23]=4[O:31][CH3:32])=[N:20][C:7]2=3)[CH2:5][CH2:4][CH2:3][CH2:2]1.[CH2:33]([N:35](C(C)C)C(C)C)C.Cl.CN. (5) Given the product [S:21]1[C:22]2[CH:28]=[CH:27][CH:26]=[CH:25][C:23]=2[N:24]=[C:20]1[NH:18][N:19]=[C:1]([C:4]1[CH:5]=[C:6]([C:10]2[S:14][C:13]([C:15]([OH:17])=[O:16])=[CH:12][CH:11]=2)[CH:7]=[CH:8][CH:9]=1)[CH3:2], predict the reactants needed to synthesize it. The reactants are: [C:1]([C:4]1[CH:5]=[C:6]([C:10]2[S:14][C:13]([C:15]([OH:17])=[O:16])=[CH:12][CH:11]=2)[CH:7]=[CH:8][CH:9]=1)(=O)[CH3:2].[NH:18]([C:20]1[S:21][C:22]2[CH:28]=[CH:27][CH:26]=[CH:25][C:23]=2[N:24]=1)[NH2:19]. (6) Given the product [F:36][C:34]1[CH:35]=[C:30]([CH:31]=[C:32]([CH2:37][NH:38][C:4](=[O:6])[C:3]2[CH:7]=[CH:8][C:9]([C:11]([F:14])([F:13])[F:12])=[CH:10][C:2]=2[CH3:1])[CH:33]=1)[O:29][C:26]1[CH:27]=[CH:28][C:23]([O:22][C:19]([CH3:20])([CH3:21])[C:18]([OH:40])=[O:17])=[C:24]([CH3:39])[CH:25]=1, predict the reactants needed to synthesize it. The reactants are: [CH3:1][C:2]1[CH:10]=[C:9]([C:11]([F:14])([F:13])[F:12])[CH:8]=[CH:7][C:3]=1[C:4]([OH:6])=O.C([O:17][C:18](=[O:40])[C:19]([O:22][C:23]1[CH:28]=[CH:27][C:26]([O:29][C:30]2[CH:35]=[C:34]([F:36])[CH:33]=[C:32]([CH2:37][NH2:38])[CH:31]=2)=[CH:25][C:24]=1[CH3:39])([CH3:21])[CH3:20])C. (7) Given the product [F:15][C:12]1[CH:13]=[C:14]2[C:9]([CH:8]=[CH:7][C:6](=[O:16])[N:5]2[CH2:4][CH2:3][N:29]2[CH2:30][CH2:31][C@@H:26]([NH:22][C:23](=[O:25])[O:24][C:37]([CH3:42])([CH3:38])[CH3:36])[C@@H:27]([OH:32])[CH2:28]2)=[N:10][CH:11]=1, predict the reactants needed to synthesize it. The reactants are: CO[CH:3](O)[CH2:4][N:5]1[C:14]2[C:9](=[N:10][CH:11]=[C:12]([F:15])[CH:13]=2)[CH:8]=[CH:7][C:6]1=[O:16].CC([N:22]([C@@H:26]1[CH2:31][CH2:30][NH:29][CH2:28][C@@H:27]1[OH:32])[C:23](=[O:25])[O-:24])(C)C.OCC[CH2:36][C:37]1[C:42](=O)N(CC2C=CC(OC)=CC=2)NC(=O)[CH:38]=1.C(O[BH-](OC(=O)C)OC(=O)C)(=O)C.[Na+].